From a dataset of Full USPTO retrosynthesis dataset with 1.9M reactions from patents (1976-2016). Predict the reactants needed to synthesize the given product. Given the product [S:1]1[CH:5]=[CH:4][N:3]=[C:2]1[C:7]([OH:9])([CH3:8])[CH3:6], predict the reactants needed to synthesize it. The reactants are: [S:1]1[CH:5]=[CH:4][N:3]=[CH:2]1.[CH3:6][C:7](=[O:9])[CH3:8].B(F)(F)F.CCOCC.C([Li])CCC.